From a dataset of Full USPTO retrosynthesis dataset with 1.9M reactions from patents (1976-2016). Predict the reactants needed to synthesize the given product. (1) The reactants are: [CH3:1][O:2][C:3]1[O:7][C:6](=[O:8])[N:5]([C:9]2[CH:14]=[CH:13][C:12]([NH2:15])=[C:11]([CH3:16])[CH:10]=2)[N:4]=1.[Cl:17][C:18]1[CH:19]=[C:20]([N:25]=[C:26]=[O:27])[CH:21]=[CH:22][C:23]=1[Cl:24]. Given the product [CH3:1][O:2][C:3]1[O:7][C:6](=[O:8])[N:5]([C:9]2[CH:14]=[CH:13][C:12]([NH:15][C:26]([NH:25][C:20]3[CH:21]=[CH:22][C:23]([Cl:24])=[C:18]([Cl:17])[CH:19]=3)=[O:27])=[C:11]([CH3:16])[CH:10]=2)[N:4]=1, predict the reactants needed to synthesize it. (2) The reactants are: Cl[C:2]1[C:11]2[C:6](=[CH:7][CH:8]=[CH:9][CH:10]=2)[N:5]([CH2:12][CH2:13][O:14][CH2:15][CH3:16])[C:4](=[O:17])[C:3]=1[C:18]#[N:19].[C:20]([O:24][C:25]([N:27]1[CH2:30][CH:29]([NH2:31])[CH2:28]1)=[O:26])([CH3:23])([CH3:22])[CH3:21].[H-].[Na+]. Given the product [C:20]([O:24][C:25]([N:27]1[CH2:30][CH:29]([NH:31][C:2]2[C:11]3[C:6](=[CH:7][CH:8]=[CH:9][CH:10]=3)[N:5]([CH2:12][CH2:13][O:14][CH2:15][CH3:16])[C:4](=[O:17])[C:3]=2[C:18]#[N:19])[CH2:28]1)=[O:26])([CH3:23])([CH3:21])[CH3:22], predict the reactants needed to synthesize it. (3) Given the product [C:15]([CH2:17][C:18]([NH:1][C:2]1[CH:14]=[CH:13][CH:12]=[CH:11][C:3]=1[C:4]([O:6][C:7]([CH3:10])([CH3:9])[CH3:8])=[O:5])=[O:19])#[N:16], predict the reactants needed to synthesize it. The reactants are: [NH2:1][C:2]1[CH:14]=[CH:13][CH:12]=[CH:11][C:3]=1[C:4]([O:6][C:7]([CH3:10])([CH3:9])[CH3:8])=[O:5].[C:15]([CH2:17][C:18](O)=[O:19])#[N:16].N1(O)C2C=CC=CC=2N=N1.Cl.CN(C)CCCN=C=NCC. (4) Given the product [Br:6][C:7]1[CH:8]=[C:9]2[C:14](=[CH:15][CH:16]=1)[C:13](=[O:17])[N:12]([CH2:18][C:19]([CH3:29])([CH3:30])[CH2:20][Cl:3])[CH:11]=[C:10]2[CH:34]=[O:35], predict the reactants needed to synthesize it. The reactants are: P(Cl)(Cl)([Cl:3])=O.[Br:6][C:7]1[CH:8]=[C:9]2[C:14](=[CH:15][CH:16]=1)[C:13](=[O:17])[N:12]([CH2:18][C:19]([CH3:30])([CH3:29])[CH2:20]O[Si](C(C)(C)C)(C)C)[CH:11]=[CH:10]2.CN([CH:34]=[O:35])C.